This data is from Full USPTO retrosynthesis dataset with 1.9M reactions from patents (1976-2016). The task is: Predict the reactants needed to synthesize the given product. Given the product [CH3:18][C:4]1[N:3]=[CH:2][C:7]([NH2:8])=[C:6]([NH:11][C:12]2[CH:17]=[N:16][CH:15]=[CH:14][N:13]=2)[CH:5]=1, predict the reactants needed to synthesize it. The reactants are: Cl[C:2]1[C:7]([N+:8]([O-])=O)=[C:6]([NH:11][C:12]2[CH:17]=[N:16][CH:15]=[CH:14][N:13]=2)[CH:5]=[C:4]([CH3:18])[N:3]=1.